This data is from Catalyst prediction with 721,799 reactions and 888 catalyst types from USPTO. The task is: Predict which catalyst facilitates the given reaction. (1) Reactant: [CH3:1][CH:2]1[NH:6][CH2:5][C:4]2([CH2:11][CH2:10][N:9]([CH3:12])[CH2:8][CH2:7]2)[S:3]1.C(N(CC)CC)C.[F:20][C:21]1[CH:26]=[CH:25][C:24]([S:27](Cl)(=[O:29])=[O:28])=[CH:23][CH:22]=1. The catalyst class is: 4. Product: [F:20][C:21]1[CH:26]=[CH:25][C:24]([S:27]([N:6]2[CH2:5][C:4]3([CH2:11][CH2:10][N:9]([CH3:12])[CH2:8][CH2:7]3)[S:3][CH:2]2[CH3:1])(=[O:29])=[O:28])=[CH:23][CH:22]=1. (2) Reactant: [Br:1][C:2]1[CH:3]=[C:4]([CH:8]=[CH:9][C:10]=1[O:11][CH3:12])[C:5](O)=[O:6].C(Cl)(=O)C([Cl:16])=O. Product: [Br:1][C:2]1[CH:3]=[C:4]([CH:8]=[CH:9][C:10]=1[O:11][CH3:12])[C:5]([Cl:16])=[O:6]. The catalyst class is: 59. (3) Reactant: CN(C=O)C.[F:6][C:7]([F:38])([F:37])[C:8]1[CH:12]=[C:11]([C:13]([F:16])([F:15])[F:14])[N:10]([CH2:17][C:18]2[CH:23]=[CH:22][C:21]([N:24]3[C:32](=[O:33])[C:31]4[C:26](=[CH:27][CH:28]=[CH:29][C:30]=4F)[C:25]3=[O:35])=[C:20]([CH3:36])[CH:19]=2)[N:9]=1.[CH3:39][S-:40].[Na+]. Product: [F:6][C:7]([F:38])([F:37])[C:8]1[CH:12]=[C:11]([C:13]([F:16])([F:15])[F:14])[N:10]([CH2:17][C:18]2[CH:23]=[CH:22][C:21]([N:24]3[C:32](=[O:33])[C:31]4[C:26](=[CH:27][CH:28]=[CH:29][C:30]=4[S:40][CH3:39])[C:25]3=[O:35])=[C:20]([CH3:36])[CH:19]=2)[N:9]=1. The catalyst class is: 6. (4) Reactant: [CH2:1]([O:5][C:6]1[CH:14]=[CH:13][C:9]([C:10](Cl)=O)=[CH:8][C:7]=1[N+:15]([O-:17])=[O:16])[CH:2]([CH3:4])[CH3:3].S(O)(O)(=O)=O.[NH2:23][C:24]1[C:29]([NH2:30])=[C:28]([NH2:31])[N:27]=[CH:26][N:25]=1.O. Product: [NH2:31][C:28]1[N:27]=[CH:26][N:25]=[C:24]2[C:29]=1[NH:30][C:10]([C:9]1[CH:13]=[CH:14][C:6]([O:5][CH2:1][CH:2]([CH3:4])[CH3:3])=[C:7]([N+:15]([O-:17])=[O:16])[CH:8]=1)=[N:23]2. The catalyst class is: 758. (5) Reactant: [C:1]([C:3]1[CH:4]=[C:5]([S:10]([NH:13][C:14]2[S:15][CH:16]=[CH:17][N:18]=2)(=[O:12])=[O:11])[CH:6]=[CH:7][C:8]=1F)#[N:2].[Cl:19][C:20]1[CH:21]=[C:22]([OH:28])[CH:23]=[CH:24][C:25]=1[C:26]#[N:27].C(=O)([O-])[O-].[K+].[K+]. Product: [Cl:19][C:20]1[CH:21]=[C:22]([CH:23]=[CH:24][C:25]=1[C:26]#[N:27])[O:28][C:8]1[CH:7]=[CH:6][C:5]([S:10]([NH:13][C:14]2[S:15][CH:16]=[CH:17][N:18]=2)(=[O:12])=[O:11])=[CH:4][C:3]=1[C:1]#[N:2]. The catalyst class is: 197. (6) Reactant: [N+:1]([C:4]1[CH:5]=[C:6]2[C:10](=[CH:11][CH:12]=1)[CH2:9][C:8]1([C:16](=[O:17])[NH:15][C:14]([CH2:18][CH2:19][CH3:20])=[N:13]1)[CH2:7]2)([O-])=O. Product: [NH2:1][C:4]1[CH:5]=[C:6]2[C:10](=[CH:11][CH:12]=1)[CH2:9][C:8]1([C:16](=[O:17])[NH:15][C:14]([CH2:18][CH2:19][CH3:20])=[N:13]1)[CH2:7]2. The catalyst class is: 19. (7) Reactant: [Cl:1][C:2]1[N:7]=[C:6]([N:8]([CH:16]2[CH2:20][CH2:19][CH2:18][CH2:17]2)[C@@H:9]([CH2:14][CH3:15])[C:10](OC)=[O:11])[C:5]([N+:21]([O-])=O)=[CH:4][N:3]=1. Product: [Cl:1][C:2]1[N:3]=[CH:4][C:5]2[NH:21][C:10](=[O:11])[C@H:9]([CH2:14][CH3:15])[N:8]([CH:16]3[CH2:20][CH2:19][CH2:18][CH2:17]3)[C:6]=2[N:7]=1. The catalyst class is: 180. (8) Reactant: [NH2:1][C:2]1[N:10]=[C:9]([CH3:11])[CH:8]=[C:7]([CH3:12])[C:3]=1[C:4]([NH2:6])=[O:5].[C:13]([Si:17]([CH3:33])([CH3:32])[O:18][CH2:19][CH2:20][O:21][C:22]1[C:29]([CH3:30])=[CH:28][C:25]([CH:26]=O)=[CH:24][C:23]=1[CH3:31])([CH3:16])([CH3:15])[CH3:14].S([O-])(O)=O.[Na+].C1(C)C=CC(S(O)(=O)=O)=CC=1.C(=O)(O)[O-].[Na+]. Product: [C:13]([Si:17]([CH3:33])([CH3:32])[O:18][CH2:19][CH2:20][O:21][C:22]1[C:23]([CH3:31])=[CH:24][C:25]([C:26]2[NH:6][C:4](=[O:5])[C:3]3[C:7]([CH3:12])=[CH:8][C:9]([CH3:11])=[N:10][C:2]=3[N:1]=2)=[CH:28][C:29]=1[CH3:30])([CH3:16])([CH3:15])[CH3:14]. The catalyst class is: 395.